The task is: Regression. Given a peptide amino acid sequence and an MHC pseudo amino acid sequence, predict their binding affinity value. This is MHC class II binding data.. This data is from Peptide-MHC class II binding affinity with 134,281 pairs from IEDB. The peptide sequence is EGKYFAATQFEPLAA. The MHC is DRB1_0701 with pseudo-sequence DRB1_0701. The binding affinity (normalized) is 0.797.